This data is from Blood-brain barrier permeability classification from the B3DB database. The task is: Regression/Classification. Given a drug SMILES string, predict its absorption, distribution, metabolism, or excretion properties. Task type varies by dataset: regression for continuous measurements (e.g., permeability, clearance, half-life) or binary classification for categorical outcomes (e.g., BBB penetration, CYP inhibition). Dataset: b3db_classification. (1) The compound is O=S(O)CNc1ccc(S(=O)(=O)c2ccc(NCS(=O)O)cc2)cc1. The result is 0 (does not penetrate BBB). (2) The compound is CCOC(=O)C[C@H](O)C[C@H](O)/C=C/C1=C(c2ccc(F)cc2)c2ccccc2OC12CCCC2. The result is 1 (penetrates BBB).